From a dataset of Rat liver microsome stability data. Regression/Classification. Given a drug SMILES string, predict its absorption, distribution, metabolism, or excretion properties. Task type varies by dataset: regression for continuous measurements (e.g., permeability, clearance, half-life) or binary classification for categorical outcomes (e.g., BBB penetration, CYP inhibition). Dataset: rlm. (1) The drug is Cc1ccc2c(c1)[nH]c1c(N3CCN(Cc4ccccc4)CC3)ncnc12. The result is 1 (stable in rat liver microsomes). (2) The drug is CCc1ccc(OC(C)C(=O)N2CCC(c3nc4ccccc4o3)CC2)cc1. The result is 1 (stable in rat liver microsomes). (3) The molecule is COc1ccccc1N1CCN(c2ccc3cc(S(=O)(=O)N4CCCCC4)ccc3n2)CC1. The result is 1 (stable in rat liver microsomes). (4) The molecule is COC(=O)N1CCN(CCN2CCC(CNC(=O)c3cccc4[nH]c(C(C)C)nc34)CC2)CC1. The result is 0 (unstable in rat liver microsomes). (5) The molecule is COC(=O)[C@]1(C)CCC[C@]2(C)c3ccc(C(C)C)c(NC(=O)Cn4cc(-c5cccc(NC(=O)OC(C)(C)C)c5)nn4)c3CC[C@@H]12. The result is 0 (unstable in rat liver microsomes). (6) The drug is Cc1ccc(-c2nc(C)c([C@H](OC(C)(C)C)C(=O)O)c(-c3ccc4c(c3)CCCO4)c2C)cc1C. The result is 0 (unstable in rat liver microsomes). (7) The compound is CN(C)Cc1ccc(C2Nc3cccc4c(O)nnc(c34)C2c2ccc(CN(C)C)cc2)cc1. The result is 0 (unstable in rat liver microsomes). (8) The compound is C[C@@]12O[C@@H](C[C@]1(O)CO)n1c3ccccc3c3c4c(c5c6ccccc6n2c5c31)CNC4=O. The result is 0 (unstable in rat liver microsomes).